This data is from NCI-60 drug combinations with 297,098 pairs across 59 cell lines. The task is: Regression. Given two drug SMILES strings and cell line genomic features, predict the synergy score measuring deviation from expected non-interaction effect. (1) Drug 1: CS(=O)(=O)C1=CC(=C(C=C1)C(=O)NC2=CC(=C(C=C2)Cl)C3=CC=CC=N3)Cl. Drug 2: COC1=C(C=C2C(=C1)N=CN=C2NC3=CC(=C(C=C3)F)Cl)OCCCN4CCOCC4. Cell line: SN12C. Synergy scores: CSS=31.3, Synergy_ZIP=-7.17, Synergy_Bliss=5.68, Synergy_Loewe=-6.66, Synergy_HSA=5.95. (2) Drug 1: CNC(=O)C1=CC=CC=C1SC2=CC3=C(C=C2)C(=NN3)C=CC4=CC=CC=N4. Drug 2: C1=CC(=CC=C1C#N)C(C2=CC=C(C=C2)C#N)N3C=NC=N3. Cell line: BT-549. Synergy scores: CSS=0.443, Synergy_ZIP=1.20, Synergy_Bliss=3.08, Synergy_Loewe=0.946, Synergy_HSA=0.995. (3) Drug 1: CN(C)N=NC1=C(NC=N1)C(=O)N. Drug 2: C1CN(P(=O)(OC1)NCCCl)CCCl. Cell line: HT29. Synergy scores: CSS=1.37, Synergy_ZIP=-0.896, Synergy_Bliss=-0.168, Synergy_Loewe=-7.06, Synergy_HSA=-2.09.